Dataset: Merck oncology drug combination screen with 23,052 pairs across 39 cell lines. Task: Regression. Given two drug SMILES strings and cell line genomic features, predict the synergy score measuring deviation from expected non-interaction effect. (1) Drug 1: CNC(=O)c1cc(Oc2ccc(NC(=O)Nc3ccc(Cl)c(C(F)(F)F)c3)cc2)ccn1. Drug 2: CCc1cnn2c(NCc3ccc[n+]([O-])c3)cc(N3CCCCC3CCO)nc12. Cell line: A375. Synergy scores: synergy=1.52. (2) Drug 1: CC(C)CC(NC(=O)C(Cc1ccccc1)NC(=O)c1cnccn1)B(O)O. Drug 2: CCc1c2c(nc3ccc(O)cc13)-c1cc3c(c(=O)n1C2)COC(=O)C3(O)CC. Cell line: RKO. Synergy scores: synergy=15.2. (3) Drug 1: CC(=O)OC1C(=O)C2(C)C(O)CC3OCC3(OC(C)=O)C2C(OC(=O)c2ccccc2)C2(O)CC(OC(=O)C(O)C(NC(=O)c3ccccc3)c3ccccc3)C(C)=C1C2(C)C. Drug 2: C#Cc1cccc(Nc2ncnc3cc(OCCOC)c(OCCOC)cc23)c1. Cell line: SKMES1. Synergy scores: synergy=36.4. (4) Drug 1: CN(Cc1cnc2nc(N)nc(N)c2n1)c1ccc(C(=O)NC(CCC(=O)O)C(=O)O)cc1. Drug 2: Cn1cc(-c2cnn3c(N)c(Br)c(C4CCCNC4)nc23)cn1. Cell line: OVCAR3. Synergy scores: synergy=-23.7. (5) Drug 1: COC1CC2CCC(C)C(O)(O2)C(=O)C(=O)N2CCCCC2C(=O)OC(C(C)CC2CCC(OP(C)(C)=O)C(OC)C2)CC(=O)C(C)C=C(C)C(O)C(OC)C(=O)C(C)CC(C)C=CC=CC=C1C. Drug 2: Cn1c(=O)n(-c2ccc(C(C)(C)C#N)cc2)c2c3cc(-c4cnc5ccccc5c4)ccc3ncc21. Cell line: T47D. Synergy scores: synergy=179. (6) Cell line: MSTO. Drug 2: CCc1cnn2c(NCc3ccc[n+]([O-])c3)cc(N3CCCCC3CCO)nc12. Drug 1: O=C(NOCC(O)CO)c1ccc(F)c(F)c1Nc1ccc(I)cc1F. Synergy scores: synergy=10.9. (7) Drug 1: O=c1[nH]cc(F)c(=O)[nH]1. Drug 2: CCN(CC)CCNC(=O)c1c(C)[nH]c(C=C2C(=O)Nc3ccc(F)cc32)c1C. Cell line: HCT116. Synergy scores: synergy=7.33.